From a dataset of Full USPTO retrosynthesis dataset with 1.9M reactions from patents (1976-2016). Predict the reactants needed to synthesize the given product. (1) The reactants are: Br[C:2]1[C:7]2[CH:8]=[C:9]([C:12]([F:15])([F:14])[F:13])[CH:10]=[CH:11][C:6]=2[O:5][C:4]([CH2:18][F:19])([CH2:16][F:17])[CH:3]=1.[C:20]([O-:23])(=[O:22])C.[K+].[I-].[K+].Cl. Given the product [F:17][CH2:16][C:4]1([CH2:18][F:19])[CH:3]=[C:2]([C:20]([OH:23])=[O:22])[C:7]2[CH:8]=[C:9]([C:12]([F:15])([F:14])[F:13])[CH:10]=[CH:11][C:6]=2[O:5]1, predict the reactants needed to synthesize it. (2) Given the product [CH3:19][N:20]([CH3:36])[C@H:21]1[CH2:25][CH2:24][N:23]([C:26]([C:28]2[CH:32]=[C:31]([CH3:33])[NH:30][C:29]=2[CH:34]=[C:11]2[C:10]3[C:14](=[CH:15][CH:16]=[CH:17][C:9]=3[C:6]3[CH:7]=[CH:8][C:3]([O:2][CH3:1])=[CH:4][CH:5]=3)[NH:13][C:12]2=[O:18])=[O:27])[CH2:22]1, predict the reactants needed to synthesize it. The reactants are: [CH3:1][O:2][C:3]1[CH:8]=[CH:7][C:6]([C:9]2[CH:17]=[CH:16][CH:15]=[C:14]3[C:10]=2[CH2:11][C:12](=[O:18])[NH:13]3)=[CH:5][CH:4]=1.[CH3:19][N:20]([CH3:36])[C@H:21]1[CH2:25][CH2:24][N:23]([C:26]([C:28]2[CH:32]=[C:31]([CH3:33])[NH:30][C:29]=2[CH:34]=O)=[O:27])[CH2:22]1.